From a dataset of Forward reaction prediction with 1.9M reactions from USPTO patents (1976-2016). Predict the product of the given reaction. Given the reactants [CH3:1][N:2]([CH2:4][CH:5]([C:10]1[CH:22]=[CH:21][C:13]([C:14]([O:16][C:17]([CH3:20])([CH3:19])[CH3:18])=[O:15])=[CH:12][CH:11]=1)[C:6]([O:8]C)=[O:7])[CH3:3].[OH-].[K+:24], predict the reaction product. The product is: [C:17]([O:16][C:14]([C:13]1[CH:21]=[CH:22][C:10]([CH:5]([CH2:4][N:2]([CH3:3])[CH3:1])[C:6]([O-:8])=[O:7])=[CH:11][CH:12]=1)=[O:15])([CH3:19])([CH3:18])[CH3:20].[K+:24].